Dataset: Full USPTO retrosynthesis dataset with 1.9M reactions from patents (1976-2016). Task: Predict the reactants needed to synthesize the given product. (1) The reactants are: [F:1][C:2]1[CH:7]=[CH:6][C:5](B(O)O)=[CH:4][C:3]=1[CH3:11].[NH:12]1[CH:16]=[N:15][C:14]([C:17]([O:19]C)=[O:18])=[N:13]1.ClC1C=C(N2C=NC(C(O)=O)=N2)C=CC=1. Given the product [F:1][C:2]1[CH:7]=[CH:6][C:5]([N:12]2[CH:16]=[N:15][C:14]([C:17]([OH:19])=[O:18])=[N:13]2)=[CH:4][C:3]=1[CH3:11], predict the reactants needed to synthesize it. (2) Given the product [F:14][C:13]1[C:3]([F:2])=[CH:4][CH:5]=[C:6]2[C:7]=1[C:8](=[O:10])[NH:18][C:17]([C:19]([O:21][CH2:22][CH3:23])=[O:20])=[N:15]2, predict the reactants needed to synthesize it. The reactants are: Cl.[F:2][C:3]1[C:13]([F:14])=[C:7]([C:8]([O:10]CC)=O)[C:6]([NH2:15])=[CH:5][CH:4]=1.Cl.[C:17]([C:19]([O:21][CH2:22][CH3:23])=[O:20])#[N:18].C(O)C. (3) Given the product [CH3:19][O:20][C:21](=[O:41])[CH2:22][CH2:23][C:24]1[CH:29]=[CH:28][C:27]([O:30][CH2:31][CH2:32][C@H:33]([O:9][C:6]2[CH:7]=[CH:8][C:3]([CH2:1][CH3:2])=[CH:4][C:5]=2[C:10]([CH3:11])([C:12]2[CH:17]=[CH:16][CH:15]=[CH:14][CH:13]=2)[CH3:18])[CH3:34])=[CH:26][C:25]=1[CH3:40], predict the reactants needed to synthesize it. The reactants are: [CH2:1]([C:3]1[CH:8]=[CH:7][C:6]([OH:9])=[C:5]([C:10]([CH3:18])([C:12]2[CH:17]=[CH:16][CH:15]=[CH:14][CH:13]=2)[CH3:11])[CH:4]=1)[CH3:2].[CH3:19][O:20][C:21](=[O:41])[CH2:22][CH2:23][C:24]1[CH:29]=[CH:28][C:27]([O:30][CH2:31][CH2:32][C@@H:33](OS(C)(=O)=O)[CH3:34])=[CH:26][C:25]=1[CH3:40].C([O-])([O-])=O.[Cs+].[Cs+].Cl. (4) Given the product [Br:1][C:2]1[CH:3]=[C:4]([F:10])[C:5]2[N:9]=[C:21]([CH:12]3[O:11][C:16]4[CH:17]=[CH:18][CH:19]=[CH:20][C:15]=4[O:14][CH2:13]3)[NH:8][C:6]=2[CH:7]=1, predict the reactants needed to synthesize it. The reactants are: [Br:1][C:2]1[CH:7]=[C:6]([NH2:8])[C:5]([NH2:9])=[C:4]([F:10])[CH:3]=1.[O:11]1[C:16]2[CH:17]=[CH:18][CH:19]=[CH:20][C:15]=2[O:14][CH2:13][CH:12]1[C:21](O)=O.CN(C(ON1N=NC2C=CC=NC1=2)=[N+](C)C)C.F[P-](F)(F)(F)(F)F.CCN(C(C)C)C(C)C. (5) Given the product [CH3:9][C:10]1([CH3:38])[C:19]2[C:14](=[C:15]3[CH2:22][C:21]([CH3:23])([CH3:24])[O:20][C:16]3=[CH:17][CH:18]=2)[C:13]([C:25]2[CH:26]=[C:27]([C:31]3[CH:32]=[CH:33][C:34]([NH:37][C:39](=[O:41])[CH3:40])=[CH:35][CH:36]=3)[CH:28]=[CH:29][CH:30]=2)=[N:12][CH2:11]1, predict the reactants needed to synthesize it. The reactants are: C(=O)([O-])[O-].[Na+].[Na+].Br.Br.[CH3:9][C:10]1([CH3:38])[C:19]2[C:14](=[C:15]3[CH2:22][C:21]([CH3:24])([CH3:23])[O:20][C:16]3=[CH:17][CH:18]=2)[C:13]([C:25]2[CH:26]=[C:27]([C:31]3[CH:36]=[CH:35][C:34]([NH2:37])=[CH:33][CH:32]=3)[CH:28]=[CH:29][CH:30]=2)=[N:12][CH2:11]1.[C:39](Cl)(=[O:41])[CH3:40]. (6) Given the product [CH3:1][O:2][C:3](=[O:4])[C:5]1[CH:6]=[CH:7][C:8]([CH:11]([C:12]([O:14][C@@H:58]2[CH:59]3[CH2:62][CH2:63][N:56]([CH2:61][CH2:60]3)[CH2:57]2)=[O:13])[NH:15][C:16]2[CH:21]=[CH:20][CH:19]=[CH:18][CH:17]=2)=[CH:9][CH:10]=1, predict the reactants needed to synthesize it. The reactants are: [CH3:1][O:2][C:3]([C:5]1[CH:10]=[CH:9][C:8]([CH:11]([NH:15][C:16]2[CH:21]=[CH:20][CH:19]=[CH:18][CH:17]=2)[C:12]([OH:14])=[O:13])=[CH:7][CH:6]=1)=[O:4].C(N(C(C)C)C(C)C)C.C1CCC(N=C=NC2CCCCC2)CC1.C1C=CC2N(O)N=NC=2C=1.[N:56]12[CH2:63][CH2:62][CH:59]([CH2:60][CH2:61]1)[C@@H:58](O)[CH2:57]2.